Regression/Classification. Given a drug SMILES string, predict its absorption, distribution, metabolism, or excretion properties. Task type varies by dataset: regression for continuous measurements (e.g., permeability, clearance, half-life) or binary classification for categorical outcomes (e.g., BBB penetration, CYP inhibition). For this dataset (lipophilicity_astrazeneca), we predict Y. From a dataset of Experimental lipophilicity measurements (octanol/water distribution) for 4,200 compounds from AstraZeneca. (1) The molecule is O=c1oc2ccccc2cc1-c1ccccc1. The Y is 3.22 logD. (2) The compound is Cc1cn(C[C@H]2CN(c3ccc(C4=CCS(=O)(=O)CC4)c(F)c3)C(=O)O2)nn1. The Y is 1.25 logD. (3) The compound is NC1(Cc2ccc(Cl)cc2)CCN(c2ncnc3[nH]ccc23)CC1. The Y is 2.72 logD. (4) The drug is COc1ccc(COc2nc(Br)cnc2NS(=O)(=O)c2ccc(C)cc2)cc1OCCN(C)C. The Y is 1.68 logD. (5) The Y is 2.18 logD. The drug is COCCNc1nc(N)c2nc(O)n(Cc3ccccc3)c2n1.